Dataset: NCI-60 drug combinations with 297,098 pairs across 59 cell lines. Task: Regression. Given two drug SMILES strings and cell line genomic features, predict the synergy score measuring deviation from expected non-interaction effect. (1) Drug 1: CN1CCC(CC1)COC2=C(C=C3C(=C2)N=CN=C3NC4=C(C=C(C=C4)Br)F)OC. Drug 2: C1C(C(OC1N2C=NC3=C2NC=NCC3O)CO)O. Cell line: RPMI-8226. Synergy scores: CSS=9.55, Synergy_ZIP=2.95, Synergy_Bliss=8.89, Synergy_Loewe=4.70, Synergy_HSA=3.61. (2) Drug 1: C1=CC(=CC=C1C#N)C(C2=CC=C(C=C2)C#N)N3C=NC=N3. Drug 2: C1C(C(OC1N2C=NC3=C2NC=NCC3O)CO)O. Cell line: MOLT-4. Synergy scores: CSS=9.65, Synergy_ZIP=-4.13, Synergy_Bliss=-4.64, Synergy_Loewe=4.19, Synergy_HSA=0.241. (3) Drug 1: CC12CCC3C(C1CCC2O)C(CC4=C3C=CC(=C4)O)CCCCCCCCCS(=O)CCCC(C(F)(F)F)(F)F. Drug 2: CC1C(C(CC(O1)OC2CC(CC3=C2C(=C4C(=C3O)C(=O)C5=CC=CC=C5C4=O)O)(C(=O)C)O)N)O. Cell line: OVCAR3. Synergy scores: CSS=28.6, Synergy_ZIP=3.87, Synergy_Bliss=5.05, Synergy_Loewe=-4.51, Synergy_HSA=2.32. (4) Drug 1: CN1CCC(CC1)COC2=C(C=C3C(=C2)N=CN=C3NC4=C(C=C(C=C4)Br)F)OC. Drug 2: C1CC(=O)NC(=O)C1N2C(=O)C3=CC=CC=C3C2=O. Cell line: T-47D. Synergy scores: CSS=14.5, Synergy_ZIP=3.36, Synergy_Bliss=9.55, Synergy_Loewe=5.47, Synergy_HSA=9.78. (5) Drug 1: CC1=C(C=C(C=C1)NC(=O)C2=CC=C(C=C2)CN3CCN(CC3)C)NC4=NC=CC(=N4)C5=CN=CC=C5. Drug 2: CNC(=O)C1=NC=CC(=C1)OC2=CC=C(C=C2)NC(=O)NC3=CC(=C(C=C3)Cl)C(F)(F)F. Cell line: MOLT-4. Synergy scores: CSS=-5.19, Synergy_ZIP=1.77, Synergy_Bliss=-0.953, Synergy_Loewe=-3.16, Synergy_HSA=-7.89. (6) Drug 1: CC1=CC2C(CCC3(C2CCC3(C(=O)C)OC(=O)C)C)C4(C1=CC(=O)CC4)C. Drug 2: CN1C2=C(C=C(C=C2)N(CCCl)CCCl)N=C1CCCC(=O)O.Cl. Cell line: RPMI-8226. Synergy scores: CSS=1.77, Synergy_ZIP=-0.777, Synergy_Bliss=2.13, Synergy_Loewe=-2.56, Synergy_HSA=-1.82. (7) Drug 2: C1C(C(OC1N2C=NC(=NC2=O)N)CO)O. Synergy scores: CSS=16.6, Synergy_ZIP=-9.09, Synergy_Bliss=-2.87, Synergy_Loewe=-0.155, Synergy_HSA=0.424. Cell line: NCI/ADR-RES. Drug 1: C1CN1P(=S)(N2CC2)N3CC3. (8) Drug 1: CC1=CC2C(CCC3(C2CCC3(C(=O)C)OC(=O)C)C)C4(C1=CC(=O)CC4)C. Drug 2: CCC1(C2=C(COC1=O)C(=O)N3CC4=CC5=C(C=CC(=C5CN(C)C)O)N=C4C3=C2)O.Cl. Cell line: MOLT-4. Synergy scores: CSS=66.9, Synergy_ZIP=-4.30, Synergy_Bliss=-4.58, Synergy_Loewe=-51.3, Synergy_HSA=-1.94. (9) Drug 1: C1C(C(OC1N2C=NC3=C(N=C(N=C32)Cl)N)CO)O. Drug 2: C1=NC2=C(N=C(N=C2N1C3C(C(C(O3)CO)O)O)F)N. Cell line: A549. Synergy scores: CSS=29.0, Synergy_ZIP=3.83, Synergy_Bliss=9.84, Synergy_Loewe=5.40, Synergy_HSA=6.02.